Dataset: Reaction yield outcomes from USPTO patents with 853,638 reactions. Task: Predict the reaction yield, written as a fraction of the theoretical maximum amount of product (1.0 means a 100% yield; for example, 0.34 means a 34% yield). (1) The catalyst is C(Cl)Cl. The yield is 0.850. The product is [OH:4][CH2:3][C@@H:2]([NH:1][C:9]([C:10]1[CH:15]=[CH:14][CH:13]=[CH:12][CH:11]=1)([C:22]1[CH:23]=[CH:24][CH:25]=[CH:26][CH:27]=1)[C:16]1[CH:17]=[CH:18][CH:19]=[CH:20][CH:21]=1)[C:5]([O:7][CH3:8])=[O:6]. The reactants are [NH2:1][C@@H:2]([C:5]([O:7][CH3:8])=[O:6])[CH2:3][OH:4].[C:9](Cl)([C:22]1[CH:27]=[CH:26][CH:25]=[CH:24][CH:23]=1)([C:16]1[CH:21]=[CH:20][CH:19]=[CH:18][CH:17]=1)[C:10]1[CH:15]=[CH:14][CH:13]=[CH:12][CH:11]=1. (2) The reactants are [Cl:1][C:2]1[CH:3]=[C:4]([C:14](=O)[CH3:15])[CH:5]=[N:6][C:7]=1[O:8][CH2:9][C:10]([F:13])([F:12])[CH3:11].[CH3:17][C:18]([S@:21]([NH2:23])=[O:22])([CH3:20])[CH3:19]. No catalyst specified. The product is [Cl:1][C:2]1[CH:3]=[C:4]([CH:14]([NH:23][S@@:21]([C:18]([CH3:20])([CH3:19])[CH3:17])=[O:22])[CH3:15])[CH:5]=[N:6][C:7]=1[O:8][CH2:9][C:10]([F:13])([F:12])[CH3:11]. The yield is 0.620. (3) The reactants are [CH3:1][O:2][C:3](=[O:15])[CH2:4][C:5]1[C:13]2[C:8](=[CH:9][CH:10]=[C:11]([OH:14])[CH:12]=2)[NH:7][CH:6]=1.[CH3:16][O:17][C:18]1[CH:19]=[C:20]([CH:23]=[C:24]([O:26][CH3:27])[CH:25]=1)[CH2:21]Br.C(=O)([O-])[O-].[Cs+].[Cs+]. The catalyst is CN(C)C=O. The product is [CH3:1][O:2][C:3](=[O:15])[CH2:4][C:5]1[C:13]2[C:8](=[CH:9][CH:10]=[C:11]([O:14][CH2:21][C:20]3[CH:23]=[C:24]([O:26][CH3:27])[CH:25]=[C:18]([O:17][CH3:16])[CH:19]=3)[CH:12]=2)[NH:7][CH:6]=1. The yield is 0.940. (4) The reactants are [CH2:1]([C:3]1[N:4]([C:28]2[CH:33]=[CH:32][C:31]([OH:34])=[CH:30][CH:29]=2)[C:5](=[O:27])[C:6]([CH2:12][C:13]2[CH:18]=[CH:17][C:16]([C:19]3[C:20]([C:25]#[N:26])=[CH:21][CH:22]=[CH:23][CH:24]=3)=[CH:15][CH:14]=2)=[C:7]([CH2:9][CH2:10][CH3:11])[N:8]=1)[CH3:2].[CH3:35][C:36]1([CH3:39])[CH2:38][O:37]1.C(=O)([O-])[O-].[Cs+].[Cs+]. The catalyst is CN(C)C(=O)C. The product is [CH2:1]([C:3]1[N:4]([C:28]2[CH:33]=[CH:32][C:31]([O:34][CH2:35][C:36]([OH:37])([CH3:39])[CH3:38])=[CH:30][CH:29]=2)[C:5](=[O:27])[C:6]([CH2:12][C:13]2[CH:18]=[CH:17][C:16]([C:19]3[C:20]([C:25]#[N:26])=[CH:21][CH:22]=[CH:23][CH:24]=3)=[CH:15][CH:14]=2)=[C:7]([CH2:9][CH2:10][CH3:11])[N:8]=1)[CH3:2]. The yield is 0.640. (5) The reactants are CS([C:4]1[S:5][C:6]2[CH:12]=[C:11]([CH2:13][N:14]3[C:18]4=[N:19][CH:20]=[C:21]([C:23]([F:26])([F:25])[F:24])[CH:22]=[C:17]4[N:16]=[CH:15]3)[CH:10]=[CH:9][C:7]=2[N:8]=1)=O.[NH2:27][C@@H:28]1[CH2:33][CH2:32][CH2:31][CH2:30][C@H:29]1[OH:34].CCN(C(C)C)C(C)C. The catalyst is CC(N(C)C)=O.CCOC(C)=O. The product is [F:25][C:23]([F:24])([F:26])[C:21]1[CH:22]=[C:17]2[N:16]=[CH:15][N:14]([CH2:13][C:11]3[CH:10]=[CH:9][C:7]4[N:8]=[C:4]([NH:27][C@@H:28]5[CH2:33][CH2:32][CH2:31][CH2:30][C@H:29]5[OH:34])[S:5][C:6]=4[CH:12]=3)[C:18]2=[N:19][CH:20]=1. The yield is 0.318. (6) The reactants are [F:1][C:2]1[CH:3]=[C:4]([NH2:24])[CH:5]=[CH:6][C:7]=1[O:8][C:9]1[CH:14]=[CH:13][N:12]=[C:11]2[CH:15]=[C:16]([C:18]3[N:19]([CH3:23])[CH:20]=[CH:21][N:22]=3)[S:17][C:10]=12.Cl[C:26](=[O:43])[CH2:27][C:28]([NH:30][CH:31]1[CH2:35][CH2:34][N:33]([C:36]([O:38][C:39]([CH3:42])([CH3:41])[CH3:40])=[O:37])[CH2:32]1)=[O:29].F[P-](F)(F)(F)(F)F.N1(O[P+](N(C)C)(N(C)C)N(C)C)C2C=CC=CC=2N=N1.CCN(C(C)C)C(C)C. The catalyst is CN(C=O)C.O.CCOC(C)=O. The product is [F:1][C:2]1[CH:3]=[C:4]([NH:24][C:26](=[O:43])[CH2:27][C:28]([NH:30][CH:31]2[CH2:35][CH2:34][N:33]([C:36]([O:38][C:39]([CH3:41])([CH3:40])[CH3:42])=[O:37])[CH2:32]2)=[O:29])[CH:5]=[CH:6][C:7]=1[O:8][C:9]1[CH:14]=[CH:13][N:12]=[C:11]2[CH:15]=[C:16]([C:18]3[N:19]([CH3:23])[CH:20]=[CH:21][N:22]=3)[S:17][C:10]=12. The yield is 0.210. (7) The reactants are [NH2:1][CH:2]([C:6]#[N:7])[C:3]([NH2:5])=[O:4].[C:8]([O:12][C:13](=[O:24])[NH:14][C:15]1[CH:20]=[CH:19][C:18]([N:21]=[C:22]=[S:23])=[CH:17][CH:16]=1)([CH3:11])([CH3:10])[CH3:9]. The catalyst is CCOC(C)=O. The product is [C:8]([O:12][C:13](=[O:24])[NH:14][C:15]1[CH:16]=[CH:17][C:18]([NH:21][C:22]2[S:23][C:6]([NH2:7])=[C:2]([C:3](=[O:4])[NH2:5])[N:1]=2)=[CH:19][CH:20]=1)([CH3:11])([CH3:9])[CH3:10]. The yield is 0.570. (8) The reactants are [CH:1]([C:4]1[C:18]([O:19][CH3:20])=[CH:17][CH:16]=[CH:15][C:5]=1[O:6][C:7]1[CH:14]=[CH:13][C:10]([C:11]#[N:12])=[CH:9][CH:8]=1)([CH3:3])[CH3:2].[Br:21]N1C(=O)CCC1=O.C(OCC)C.O. The catalyst is C(#N)C. The product is [Br:21][C:15]1[C:5]([O:6][C:7]2[CH:14]=[CH:13][C:10]([C:11]#[N:12])=[CH:9][CH:8]=2)=[C:4]([CH:1]([CH3:3])[CH3:2])[C:18]([O:19][CH3:20])=[CH:17][CH:16]=1. The yield is 0.770.